Dataset: Catalyst prediction with 721,799 reactions and 888 catalyst types from USPTO. Task: Predict which catalyst facilitates the given reaction. (1) Reactant: [OH-].[Na+].[CH3:3][O:4][C:5]1[C:6]([C:11]([O:13]C)=[O:12])=[N:7][CH:8]=[CH:9][CH:10]=1. Product: [CH3:3][O:4][C:5]1[C:6]([C:11]([OH:13])=[O:12])=[N:7][CH:8]=[CH:9][CH:10]=1. The catalyst class is: 5. (2) Reactant: CCCC[N+](CCCC)(CCCC)CCCC.[F-].[N:19]1([CH2:24][CH2:25][O:26][C:27]2[CH:28]=[C:29]3[C:34](=[CH:35][CH:36]=2)[CH:33]([C:37]2[CH:42]=[CH:41][C:40]([O:43]S(C4C=CC(C)=CC=4)(=O)=O)=[CH:39][CH:38]=2)[N:32]([C:54](=[O:59])[C:55]([F:58])([F:57])[F:56])[CH2:31][CH2:30]3)[CH2:23][CH2:22][CH2:21][CH2:20]1. Product: [F:57][C:55]([F:56])([F:58])[C:54]([N:32]1[CH2:31][CH2:30][C:29]2[C:34](=[CH:35][CH:36]=[C:27]([O:26][CH2:25][CH2:24][N:19]3[CH2:23][CH2:22][CH2:21][CH2:20]3)[CH:28]=2)[CH:33]1[C:37]1[CH:38]=[CH:39][C:40]([OH:43])=[CH:41][CH:42]=1)=[O:59]. The catalyst class is: 1. (3) Reactant: [NH2:1][C:2]1[C:11]([O:12][CH2:13][C:14]2[CH:19]=[CH:18][CH:17]=[CH:16][C:15]=2[F:20])=[CH:10][C:5]([C:6]([O:8][CH3:9])=[O:7])=[CH:4][N:3]=1.Br[CH2:22][C:23](=O)[CH3:24].C(=O)([O-])O.[Na+]. Product: [F:20][C:15]1[CH:16]=[CH:17][CH:18]=[CH:19][C:14]=1[CH2:13][O:12][C:11]1[C:2]2[N:3]([CH:22]=[C:23]([CH3:24])[N:1]=2)[CH:4]=[C:5]([C:6]([O:8][CH3:9])=[O:7])[CH:10]=1. The catalyst class is: 8. (4) Reactant: C(O)C.[BH4-].[Na+].[Cl:6][C:7]1[CH:12]=[C:11]([C:13]([F:16])([F:15])[F:14])[CH:10]=[C:9]([Cl:17])[C:8]=1[N:18]1[C:22](=[N:23][CH:24]([C:26]2[CH:31]=[N:30][CH:29]=[CH:28][N:27]=2)Cl)[CH:21]=[C:20]([C:32]#[N:33])[NH:19]1.O. Product: [Cl:17][C:9]1[CH:10]=[C:11]([C:13]([F:14])([F:15])[F:16])[CH:12]=[C:7]([Cl:6])[C:8]=1[N:18]1[C:22]([NH:23][CH2:24][C:26]2[CH:31]=[N:30][CH:29]=[CH:28][N:27]=2)=[CH:21][C:20]([C:32]#[N:33])=[N:19]1. The catalyst class is: 13.